From a dataset of Forward reaction prediction with 1.9M reactions from USPTO patents (1976-2016). Predict the product of the given reaction. (1) The product is: [F:1][C:2]1[C:7]([C:8]([F:10])([F:11])[F:9])=[CH:6][CH:5]=[CH:4][C:3]=1[NH:12][C:13]1[N:17]=[C:16]([NH2:18])[NH:15][N:14]=1. Given the reactants [F:1][C:2]1[C:7]([C:8]([F:11])([F:10])[F:9])=[CH:6][CH:5]=[CH:4][C:3]=1[NH:12][C:13]1[N:17]=[C:16]([N:18](CC2C=CC(OC)=CC=2)CC2C=CC(OC)=CC=2)[N:15](CC2C=CC(OC)=CC=2)[N:14]=1.C(O)(C(F)(F)F)=O, predict the reaction product. (2) Given the reactants Br[C:2]1[CH:3]=[C:4]2[C:9](=[CH:10][CH:11]=1)[N:8]=[C:7]([Cl:12])[C:6]([C:13]1[CH:18]=[CH:17][CH:16]=[CH:15][CH:14]=1)=[C:5]2[Cl:19].[Li]CCCC.[CH3:25][C:26]1[S:27][C:28]([C:32](=[O:36])[CH:33]([CH3:35])[CH3:34])=[C:29]([CH3:31])[N:30]=1.C(=O)=O.CC(C)=O, predict the reaction product. The product is: [Cl:12][C:7]1[C:6]([C:13]2[CH:18]=[CH:17][CH:16]=[CH:15][CH:14]=2)=[C:5]([Cl:19])[C:4]2[C:9](=[CH:10][CH:11]=[C:2]([C:32]([C:28]3[S:27][C:26]([CH3:25])=[N:30][C:29]=3[CH3:31])([OH:36])[CH:33]([CH3:35])[CH3:34])[CH:3]=2)[N:8]=1. (3) Given the reactants OS(O)(=O)=O.[C:6]([OH:15])(=[O:14])[C:7]1[C:8](=[CH:10][CH:11]=[CH:12][CH:13]=1)[OH:9].O.[CH3:17]O, predict the reaction product. The product is: [OH:9][C:8]1[CH:10]=[CH:11][CH:12]=[CH:13][C:7]=1[C:6]([O:15][CH3:17])=[O:14]. (4) Given the reactants [Cl:1][C:2]1[C:3]([S:32](O)(=[O:34])=[O:33])=[N:4][CH:5]=[C:6]([C:17]([N:19]2[CH2:24][CH2:23][CH:22]([C:25]3[CH:30]=[CH:29][C:28]([F:31])=[CH:27][CH:26]=3)[CH2:21][CH2:20]2)=[O:18])[C:7]=1[NH:8][C:9]1[CH:14]=[CH:13][C:12]([F:15])=[CH:11][C:10]=1[CH3:16].[NH:36]1[CH2:41][CH2:40][O:39][CH2:38][CH:37]1[C:42]([O:44][CH3:45])=[O:43], predict the reaction product. The product is: [Cl:1][C:2]1[C:3]([S:32]([N:36]2[CH2:41][CH2:40][O:39][CH2:38][CH:37]2[C:42]([O:44][CH3:45])=[O:43])(=[O:34])=[O:33])=[N:4][CH:5]=[C:6]([C:17]([N:19]2[CH2:24][CH2:23][CH:22]([C:25]3[CH:26]=[CH:27][C:28]([F:31])=[CH:29][CH:30]=3)[CH2:21][CH2:20]2)=[O:18])[C:7]=1[NH:8][C:9]1[CH:14]=[CH:13][C:12]([F:15])=[CH:11][C:10]=1[CH3:16]. (5) Given the reactants Br[CH2:2][CH2:3][CH2:4][CH2:5][CH2:6][C:7]1[C:13]2[CH:14]=[CH:15][C:16]([OH:18])=[CH:17][C:12]=2[CH2:11][CH2:10][CH2:9][C:8]=1[C:19]1[CH:20]=[N:21][CH:22]=[CH:23][CH:24]=1.[CH3:25][NH:26][CH2:27][CH2:28][CH2:29][S:30][CH2:31][CH2:32][CH2:33][C:34]([F:40])([F:39])[C:35]([F:38])([F:37])[F:36], predict the reaction product. The product is: [CH3:25][N:26]([CH2:27][CH2:28][CH2:29][S:30][CH2:31][CH2:32][CH2:33][C:34]([F:40])([F:39])[C:35]([F:38])([F:37])[F:36])[CH2:2][CH2:3][CH2:4][CH2:5][CH2:6][C:7]1[C:13]2[CH:14]=[CH:15][C:16]([OH:18])=[CH:17][C:12]=2[CH2:11][CH2:10][CH2:9][C:8]=1[C:19]1[CH:20]=[N:21][CH:22]=[CH:23][CH:24]=1. (6) Given the reactants [C:1]([C:5]1[CH:6]=[C:7]2[C:12](=[C:13]([F:15])[CH:14]=1)[C:11](=[O:16])[N:10]([C:17]1[N:24]=[CH:23][CH:22]=[C:21]([C:25]3[CH:30]=[C:29]([NH:31][C:32]4[CH:37]=[CH:36][N:35]=[C:34]([CH3:38])[N:33]=4)[C:28](=[O:39])[N:27]([CH3:40])[CH:26]=3)[C:18]=1[CH:19]=[O:20])[N:9]=[CH:8]2)([CH3:4])([CH3:3])[CH3:2].[BH4-].[Na+], predict the reaction product. The product is: [C:1]([C:5]1[CH:6]=[C:7]2[C:12](=[C:13]([F:15])[CH:14]=1)[C:11](=[O:16])[N:10]([C:17]1[C:18]([CH2:19][OH:20])=[C:21]([C:25]3[CH:30]=[C:29]([NH:31][C:32]4[CH:37]=[CH:36][N:35]=[C:34]([CH3:38])[N:33]=4)[C:28](=[O:39])[N:27]([CH3:40])[CH:26]=3)[CH:22]=[CH:23][N:24]=1)[N:9]=[CH:8]2)([CH3:4])([CH3:2])[CH3:3]. (7) Given the reactants [N:1]1([C:7]([O:9][C:10]([CH3:13])([CH3:12])[CH3:11])=[O:8])[CH2:6][CH2:5][NH:4][CH2:3][CH2:2]1.[C:14]1(=O)[CH2:17][CH2:16][CH2:15]1.[BH-](OC(C)=O)(OC(C)=O)OC(C)=O.[Na+], predict the reaction product. The product is: [CH:14]1([N:4]2[CH2:5][CH2:6][N:1]([C:7]([O:9][C:10]([CH3:13])([CH3:12])[CH3:11])=[O:8])[CH2:2][CH2:3]2)[CH2:17][CH2:16][CH2:15]1. (8) Given the reactants [CH:1]1([CH2:4][CH2:5][C:6]2[CH:12]=[CH:11][C:9]([NH2:10])=[CH:8][CH:7]=2)[CH2:3][CH2:2]1.[ClH:13].O1CCOCC1, predict the reaction product. The product is: [ClH:13].[CH:1]1([CH2:4][CH2:5][C:6]2[CH:7]=[CH:8][C:9]([NH2:10])=[CH:11][CH:12]=2)[CH2:3][CH2:2]1. (9) Given the reactants F[C:2]1[CH:7]=[C:6]([F:8])[CH:5]=[CH:4][C:3]=1[C:9]1[N:14]=[CH:13][N:12]=[C:11]([NH:15][C:16]2[CH:21]=[CH:20][CH:19]=[C:18]([CH2:22][S:23]([CH3:26])(=[O:25])=[O:24])[CH:17]=2)[N:10]=1.[Cl:27][C:28]1[CH:33]=[C:32]([CH2:34][OH:35])[CH:31]=[CH:30][N:29]=1, predict the reaction product. The product is: [Cl:27][C:28]1[CH:33]=[C:32]([CH2:34][O:35][C:2]2[CH:7]=[C:6]([F:8])[CH:5]=[CH:4][C:3]=2[C:9]2[N:14]=[CH:13][N:12]=[C:11]([NH:15][C:16]3[CH:21]=[CH:20][CH:19]=[C:18]([CH2:22][S:23]([CH3:26])(=[O:25])=[O:24])[CH:17]=3)[N:10]=2)[CH:31]=[CH:30][N:29]=1.